This data is from Catalyst prediction with 721,799 reactions and 888 catalyst types from USPTO. The task is: Predict which catalyst facilitates the given reaction. Reactant: [F:1][C:2]1[CH:16]=[CH:15][C:5]([CH2:6][CH2:7][N:8]2[CH2:13][CH2:12][NH:11][C:10](=[O:14])[CH2:9]2)=[CH:4][CH:3]=1.Br[C:18]1[CH:19]=[CH:20][C:21]2[C:22]3[C:31]([CH3:33])([CH3:32])[N:30]([C:34]([O:36][C:37]([CH3:40])([CH3:39])[CH3:38])=[O:35])[CH2:29][CH2:28][C:23]=3[N:24]([CH3:27])[C:25]=2[CH:26]=1.CN[C@@H]1CCCC[C@H]1NC.C([O-])([O-])=O.[Cs+].[Cs+]. Product: [F:1][C:2]1[CH:3]=[CH:4][C:5]([CH2:6][CH2:7][N:8]2[CH2:13][CH2:12][N:11]([C:18]3[CH:19]=[CH:20][C:21]4[C:22]5[C:31]([CH3:32])([CH3:33])[N:30]([C:34]([O:36][C:37]([CH3:40])([CH3:39])[CH3:38])=[O:35])[CH2:29][CH2:28][C:23]=5[N:24]([CH3:27])[C:25]=4[CH:26]=3)[C:10](=[O:14])[CH2:9]2)=[CH:15][CH:16]=1. The catalyst class is: 185.